From a dataset of Forward reaction prediction with 1.9M reactions from USPTO patents (1976-2016). Predict the product of the given reaction. (1) Given the reactants Br[C:2]1[CH:8]=[C:7]([F:9])[C:5]([NH2:6])=[C:4]([F:10])[CH:3]=1.[F:11][C:12]([F:25])([F:24])[CH2:13][O:14][C:15]1[CH:16]=[C:17](B(O)O)[CH:18]=[CH:19][CH:20]=1, predict the reaction product. The product is: [F:10][C:4]1[CH:3]=[C:2]([C:17]2[CH:18]=[CH:19][CH:20]=[C:15]([O:14][CH2:13][C:12]([F:11])([F:24])[F:25])[CH:16]=2)[CH:8]=[C:7]([F:9])[C:5]=1[NH2:6]. (2) Given the reactants [Cl:1][C:2]1[C:10]([Cl:11])=[CH:9][CH:8]=[CH:7][C:3]=1[C:4]([OH:6])=O.[CH3:12][O:13][CH2:14][CH2:15][CH:16]([C:19]1[CH:20]=[N:21][C:22]([C:25]([F:28])([F:27])[F:26])=[N:23][CH:24]=1)[CH2:17][NH2:18], predict the reaction product. The product is: [Cl:1][C:2]1[C:10]([Cl:11])=[CH:9][CH:8]=[CH:7][C:3]=1[C:4]([NH:18][CH2:17][CH:16]([C:19]1[CH:20]=[N:21][C:22]([C:25]([F:28])([F:27])[F:26])=[N:23][CH:24]=1)[CH2:15][CH2:14][O:13][CH3:12])=[O:6]. (3) Given the reactants [Cr](O[Cr]([O-])(=O)=O)([O-])(=O)=O.[Na+].[Na+].[F:12][C:13]1[CH:18]=[C:17]([N+:19]([O-:21])=[O:20])[CH:16]=[CH:15]C=1C.S(=O)(=O)(O)O.[C:28]([OH:31])(=[O:30])[CH3:29], predict the reaction product. The product is: [F:12][C:13]1[CH:18]=[C:17]([N+:19]([O-:21])=[O:20])[CH:16]=[CH:15][C:29]=1[C:28]([OH:31])=[O:30]. (4) The product is: [F:50][C:20]1[C@H:19]([OH:18])[C@@H:26]2[O:25][C:24]([CH3:28])([CH3:27])[O:23][C@@H:22]2[C:21]=1[CH2:29][O:30][C:31]([C:38]1[CH:39]=[CH:40][CH:41]=[CH:42][CH:43]=1)([C:32]1[CH:33]=[CH:34][CH:35]=[CH:36][CH:37]=1)[C:44]1[CH:49]=[CH:48][CH:47]=[CH:46][CH:45]=1. Given the reactants C([Si]([O:18][C@@H:19]1[C@H:26]2[C@H:22]([O:23][C:24]([CH3:28])([CH3:27])[O:25]2)[C:21]([CH2:29][O:30][C:31]([C:44]2[CH:49]=[CH:48][CH:47]=[CH:46][CH:45]=2)([C:38]2[CH:43]=[CH:42][CH:41]=[CH:40][CH:39]=2)[C:32]2[CH:37]=[CH:36][CH:35]=[CH:34][CH:33]=2)=[C:20]1[F:50])(C1C=CC=CC=1)C1C=CC=CC=1)(C)(C)C.[F-].C([N+](CCCC)(CCCC)CCCC)CCC.CC(OC)(C)C.[O-][Mn](=O)(=O)=O.[K+], predict the reaction product. (5) Given the reactants Cl.[CH3:2][O:3][C:4]1[CH:5]=[C:6]([C:13]2[CH2:14][CH2:15][NH:16][CH2:17][CH:18]=2)[CH:7]=[CH:8][C:9]=1[N+:10]([O-:12])=[O:11].Cl.Br[CH:21]([CH3:25])[C:22]([NH2:24])=[O:23].C(=O)([O-])[O-].[Cs+].[Cs+].C(#N)C, predict the reaction product. The product is: [CH3:2][O:3][C:4]1[CH:5]=[C:6]([C:13]2[CH2:18][CH2:17][N:16]([CH:21]([CH3:25])[C:22]([NH2:24])=[O:23])[CH2:15][CH:14]=2)[CH:7]=[CH:8][C:9]=1[N+:10]([O-:12])=[O:11]. (6) The product is: [F:1][C:2]1[CH:3]=[C:4]([CH:5]=[CH:6][CH:7]=1)[O:8][CH2:10][CH2:11][CH2:12][C:13]([OH:15])=[O:14]. Given the reactants [F:1][C:2]1[CH:3]=[C:4]([OH:8])[CH:5]=[CH:6][CH:7]=1.Br[CH2:10][CH2:11][CH2:12][C:13]([O:15]CC)=[O:14].C(=O)([O-])[O-].[K+].[K+].[OH-].[Na+].Cl, predict the reaction product. (7) The product is: [CH2:16]([O:8][C:5]1[CH:6]=[CH:7][C:2]([Br:1])=[C:3]([Cl:9])[CH:4]=1)[C:17]1[CH:22]=[CH:21][CH:20]=[CH:19][CH:18]=1. Given the reactants [Br:1][C:2]1[CH:7]=[CH:6][C:5]([OH:8])=[CH:4][C:3]=1[Cl:9].C([O-])([O-])=O.[K+].[K+].[CH2:16](Br)[C:17]1[CH:22]=[CH:21][CH:20]=[CH:19][CH:18]=1, predict the reaction product.